Predict the reactants needed to synthesize the given product. From a dataset of Full USPTO retrosynthesis dataset with 1.9M reactions from patents (1976-2016). (1) The reactants are: [CH3:1][S:2]([C:5]1[CH:13]=[CH:12][C:8]([C:9]([OH:11])=[O:10])=[CH:7][CH:6]=1)(=[O:4])=[O:3].C(Cl)(=O)C(Cl)=O.[C:20]1(O)[CH:25]=[CH:24][CH:23]=[CH:22][CH:21]=1.CCN(CC)CC. Given the product [C:20]1([O:10][C:9](=[O:11])[C:8]2[CH:12]=[CH:13][C:5]([S:2]([CH3:1])(=[O:3])=[O:4])=[CH:6][CH:7]=2)[CH:25]=[CH:24][CH:23]=[CH:22][CH:21]=1, predict the reactants needed to synthesize it. (2) Given the product [NH2:14][C:13]1[C:12]2[C:11](=[CH:18][CH:17]=[CH:16][CH:15]=2)[C:7]([C:8]#[N:9])([C:1]2[CH:6]=[CH:5][CH:4]=[CH:3][CH:2]=2)[C:26]=1[C:27]([O:29][C:30]([CH3:33])([CH3:32])[CH3:31])=[O:28], predict the reactants needed to synthesize it. The reactants are: [C:1]1([CH2:7][C:8]#[N:9])[CH:6]=[CH:5][CH:4]=[CH:3][CH:2]=1.Cl[C:11]1[CH:18]=[CH:17][CH:16]=[CH:15][C:12]=1[C:13]#[N:14].CC(C)([O-])C.[K+].Br[CH2:26][C:27]([O:29][C:30]([CH3:33])([CH3:32])[CH3:31])=[O:28].Cl. (3) Given the product [C:1]([C:5]1[CH:10]=[C:9]([C:11]([CH3:14])([CH3:13])[CH3:12])[CH:8]=[C:7]([CH:20]([N:27]([CH3:28])[CH3:26])[C:19]2[CH:22]=[CH:23][C:24]([CH3:25])=[C:17]([CH3:16])[CH:18]=2)[C:6]=1[OH:15])([CH3:4])([CH3:3])[CH3:2], predict the reactants needed to synthesize it. The reactants are: [C:1]([C:5]1[CH:10]=[C:9]([C:11]([CH3:14])([CH3:13])[CH3:12])[CH:8]=[CH:7][C:6]=1[OH:15])([CH3:4])([CH3:3])[CH3:2].[CH3:16][C:17]1[CH:18]=[C:19]([CH:22]=[CH:23][C:24]=1[CH3:25])[CH:20]=O.[CH3:26][NH:27][CH3:28]. (4) Given the product [CH3:10][C:11]1[CH:12]=[N:13][N:14]([C:2]2[CH:9]=[CH:8][CH:7]=[CH:6][C:3]=2[CH:4]=[O:5])[CH:15]=1, predict the reactants needed to synthesize it. The reactants are: F[C:2]1[CH:9]=[CH:8][CH:7]=[CH:6][C:3]=1[CH:4]=[O:5].[CH3:10][C:11]1[CH:12]=[N:13][NH:14][CH:15]=1.C(=O)([O-])[O-].[K+].[K+]. (5) Given the product [CH2:6]([O:5][CH2:4][C@H:3]([OH:13])[CH2:2][NH:1][C:16](=[O:17])[C@@H:15]([Cl:14])[CH2:19][CH3:20])[C:7]1[CH:12]=[CH:11][CH:10]=[CH:9][CH:8]=1, predict the reactants needed to synthesize it. The reactants are: [NH2:1][CH2:2][C@@H:3]([OH:13])[CH2:4][O:5][CH2:6][C:7]1[CH:12]=[CH:11][CH:10]=[CH:9][CH:8]=1.[Cl:14][C@@H:15]([CH2:19][CH3:20])[C:16](O)=[O:17].C(Cl)CCl. (6) Given the product [F:47][C:31]([F:30])([F:48])[C:32]1[CH:33]=[C:34]([N:38]2[CH2:43][CH2:42][CH:41]([C:44]([Cl:46])=[O:45])[CH2:40][CH2:39]2)[CH:35]=[CH:36][CH:37]=1.[N:20]1[C:25]2[S:26][CH:27]=[CH:28][C:24]=2[C:23]([NH:29][C:15]([CH:12]2[CH2:11][CH2:10][N:9]([C:5]3[CH:6]=[CH:7][CH:8]=[C:3]([C:2]([F:1])([F:19])[F:18])[CH:4]=3)[CH2:14][CH2:13]2)=[O:17])=[N:22][CH:21]=1, predict the reactants needed to synthesize it. The reactants are: [F:1][C:2]([F:19])([F:18])[C:3]1[CH:4]=[C:5]([N:9]2[CH2:14][CH2:13][CH:12]([C:15]([OH:17])=O)[CH2:11][CH2:10]2)[CH:6]=[CH:7][CH:8]=1.[N:20]1[C:25]2[S:26][CH:27]=[CH:28][C:24]=2[C:23]([NH2:29])=[N:22][CH:21]=1.[F:30][C:31]([F:48])([F:47])[C:32]1[CH:33]=[C:34]([N:38]2[CH2:43][CH2:42][CH:41]([C:44]([Cl:46])=[O:45])[CH2:40][CH2:39]2)[CH:35]=[CH:36][CH:37]=1. (7) Given the product [Br:1][C:2]1[CH:7]=[C:6]([CH:5]=[C:4]([CH:11]([F:12])[F:13])[CH:3]=1)[NH2:8], predict the reactants needed to synthesize it. The reactants are: [Br:1][C:2]1[CH:7]=[C:6]([N+:8]([O-])=O)[CH:5]=[C:4]([CH:11]([F:13])[F:12])[CH:3]=1.